This data is from Forward reaction prediction with 1.9M reactions from USPTO patents (1976-2016). The task is: Predict the product of the given reaction. (1) Given the reactants [F:1][C:2]1[CH:3]=[C:4]([C:9](=[C:14]2[CH2:17][N:16](C(C3C=CC=CC=3)C3C=CC=CC=3)[CH2:15]2)[C:10]([O:12][CH3:13])=[O:11])[CH:5]=[C:6]([F:8])[CH:7]=1.ClC(OC(Cl)C)=O, predict the reaction product. The product is: [NH:16]1[CH2:17][C:14](=[C:9]([C:4]2[CH:5]=[C:6]([F:8])[CH:7]=[C:2]([F:1])[CH:3]=2)[C:10]([O:12][CH3:13])=[O:11])[CH2:15]1. (2) Given the reactants C1(C)C=CC(S([N:10]2[C:18]3[C:13](=[CH:14][CH:15]=[CH:16][CH:17]=3)[C:12]([C:19](O)([CH2:22][CH3:23])[CH2:20][CH3:21])=[CH:11]2)(=O)=O)=CC=1.[NH:26]1[C:34]2[C:29](=[CH:30][CH:31]=[CH:32][C:33]=2[NH:35][S:36]([CH3:39])(=[O:38])=[O:37])[CH:28]=[CH:27]1.C(=O)([O-])[O-].[K+].[K+], predict the reaction product. The product is: [CH2:20]([C:19]([C:28]1[C:29]2[C:34](=[C:33]([NH:35][S:36]([CH3:39])(=[O:37])=[O:38])[CH:32]=[CH:31][CH:30]=2)[NH:26][CH:27]=1)([C:12]1[C:13]2[C:18](=[CH:17][CH:16]=[CH:15][CH:14]=2)[NH:10][CH:11]=1)[CH2:22][CH3:23])[CH3:21]. (3) Given the reactants [C:1]([O:5][C:6]([NH:8][C@@H:9]([CH2:24][C:25]1[CH:30]=[CH:29][C:28]([O:31][CH2:32][C:33]2[CH:38]=[CH:37][CH:36]=[CH:35][CH:34]=2)=[C:27]([O:39][CH2:40][C:41]2[CH:46]=[CH:45][CH:44]=[CH:43][CH:42]=2)[CH:26]=1)[C:10]([O:12][C@H:13]([CH3:23])[CH2:14][O:15][Si](C(C)(C)C)(C)C)=[O:11])=[O:7])([CH3:4])([CH3:3])[CH3:2].F.F.F.C(N(CC)CC)C, predict the reaction product. The product is: [C:1]([O:5][C:6]([NH:8][C@@H:9]([CH2:24][C:25]1[CH:30]=[CH:29][C:28]([O:31][CH2:32][C:33]2[CH:34]=[CH:35][CH:36]=[CH:37][CH:38]=2)=[C:27]([O:39][CH2:40][C:41]2[CH:46]=[CH:45][CH:44]=[CH:43][CH:42]=2)[CH:26]=1)[C:10]([O:12][C@H:13]([CH3:23])[CH2:14][OH:15])=[O:11])=[O:7])([CH3:2])([CH3:3])[CH3:4]. (4) Given the reactants [Cl:1][C:2]1[N:10]=[C:9]([Cl:11])[CH:8]=[CH:7][C:3]=1[C:4](O)=[O:5].ClC1C(CO)=CC(F)=C(Cl)N=1, predict the reaction product. The product is: [Cl:1][C:2]1[C:3]([CH2:4][OH:5])=[CH:7][CH:8]=[C:9]([Cl:11])[N:10]=1. (5) Given the reactants [Cl:1][C:2]1[CH:3]=[C:4]2[C:8](=[CH:9][CH:10]=1)[N:7]([C:11]1[CH2:12][CH2:13][N:14]([CH2:17][CH2:18][CH:19]3[CH2:27][C:26]4[C:21](=[CH:22][CH:23]=[CH:24][CH:25]=4)[CH2:20]3)[CH2:15][CH:16]=1)[CH:6]=[CH:5]2.[H][H], predict the reaction product. The product is: [Cl:1][C:2]1[CH:3]=[C:4]2[C:8](=[CH:9][CH:10]=1)[N:7]([CH:11]1[CH2:12][CH2:13][N:14]([CH2:17][CH2:18][CH:19]3[CH2:27][C:26]4[C:21](=[CH:22][CH:23]=[CH:24][CH:25]=4)[CH2:20]3)[CH2:15][CH2:16]1)[CH:6]=[CH:5]2. (6) Given the reactants [CH:1]1[CH:2]=[CH:3][C:4]([CH:7]([N:15]2[CH2:20][CH2:19][N:18]([CH2:21][CH2:22][O:23][CH2:24][C:25]([OH:27])=[O:26])[CH2:17][CH2:16]2)[C:8]2[CH:9]=[CH:10][C:11]([Cl:14])=[CH:12][CH:13]=2)=[CH:5][CH:6]=1.Cl.Cl.C(O)[C@H]([C@H]([C@@H]([C@@H](CO)O)O)O)O.C(O)[C@@H]1O[C@H](O[C@]2(CCl)O[C@H](CCl)[C@@H](O)[C@@H]2O)[C@@H](O)[C@@H](O)[C@H]1Cl, predict the reaction product. The product is: [CH:1]1[CH:2]=[CH:3][C:4]([CH:7]([N:15]2[CH2:20][CH2:19][N:18]([CH2:21][CH2:22][O:23][CH2:24][C:25]([OH:27])=[O:26])[CH2:17][CH2:16]2)[C:8]2[CH:9]=[CH:10][C:11]([Cl:14])=[CH:12][CH:13]=2)=[CH:5][CH:6]=1.